Predict the reactants needed to synthesize the given product. From a dataset of Full USPTO retrosynthesis dataset with 1.9M reactions from patents (1976-2016). (1) Given the product [C:1]([C:3]1[CH:4]=[C:5]([C:14]2[O:18][N:17]=[C:16]([C:19]3[CH:27]=[CH:26][C:25]4[NH:24][C:23]5[CH:28]([CH2:31][C:32]([OH:34])=[O:33])[CH2:29][CH2:30][C:22]=5[C:21]=4[CH:20]=3)[N:15]=2)[CH:6]=[C:7]([O:9][C:10]([F:13])([F:11])[F:12])[CH:8]=1)#[N:2], predict the reactants needed to synthesize it. The reactants are: [C:1]([C:3]1[CH:4]=[C:5]([C:14]2[O:18][N:17]=[C:16]([C:19]3[CH:27]=[CH:26][C:25]4[NH:24][C:23]5[CH:28]([CH2:31][C:32]([O:34]CC)=[O:33])[CH2:29][CH2:30][C:22]=5[C:21]=4[CH:20]=3)[N:15]=2)[CH:6]=[C:7]([O:9][C:10]([F:13])([F:12])[F:11])[CH:8]=1)#[N:2].C(N(CC)CC)C.[Br-].[Li+]. (2) Given the product [Br:1][C:2]1[N:7]=[CH:6][C:5]2[C:8]([CH:11]3[CH2:15][NH:14][C:13](=[O:16])[CH2:12]3)=[CH:9][N:10]([CH:29]([CH3:31])[CH3:30])[C:4]=2[CH:3]=1, predict the reactants needed to synthesize it. The reactants are: [Br:1][C:2]1[N:7]=[CH:6][C:5]2[C:8]([CH:11]3[CH2:15][NH:14][C:13](=[O:16])[CH2:12]3)=[CH:9][NH:10][C:4]=2[CH:3]=1.C(=O)([O-])[O-].[Cs+].[Cs+].CN(C)C=O.I[CH:29]([CH3:31])[CH3:30]. (3) Given the product [CH:1]([N:14]1[CH2:19][CH2:18][N:17]([CH2:20][CH:21]2[O:25][C:24](=[O:26])[N:23]([CH2:27][C:28]3[CH:33]=[CH:32][C:31]([CH3:35])=[CH:30][CH:29]=3)[CH2:22]2)[CH2:16][CH2:15]1)([C:8]1[CH:13]=[CH:12][CH:11]=[CH:10][CH:9]=1)[C:2]1[CH:7]=[CH:6][CH:5]=[CH:4][CH:3]=1, predict the reactants needed to synthesize it. The reactants are: [CH:1]([N:14]1[CH2:19][CH2:18][N:17]([CH2:20][CH:21]2[O:25][C:24](=[O:26])[N:23]([CH2:27][C:28]3[CH:33]=[CH:32][C:31](F)=[CH:30][CH:29]=3)[CH2:22]2)[CH2:16][CH2:15]1)([C:8]1[CH:13]=[CH:12][CH:11]=[CH:10][CH:9]=1)[C:2]1[CH:7]=[CH:6][CH:5]=[CH:4][CH:3]=1.[CH3:35]C1C=CC(S(OC)(=O)=O)=CC=1.CC1C=CC(S(OCC2OC(=O)N(CC3C=CC(F)=CC=3)C2)(=O)=O)=CC=1. (4) Given the product [Cl:1][C:2]1[C:9]([CH3:10])=[C:8]([C:11]2[CH:15]=[CH:14][N:13]([CH2:27][C@H:26]([NH:28][C:29](=[O:30])[O:31][C:32]([CH3:33])([CH3:35])[CH3:34])[CH3:25])[N:12]=2)[CH:7]=[CH:6][C:3]=1[C:4]#[N:5], predict the reactants needed to synthesize it. The reactants are: [Cl:1][C:2]1[C:9]([CH3:10])=[C:8]([C:11]2[CH:15]=[CH:14][NH:13][N:12]=2)[CH:7]=[CH:6][C:3]=1[C:4]#[N:5].[O-]CC.[Na+].CS(O[CH2:25][C@H:26]([NH:28][C:29]([O:31][C:32]([CH3:35])([CH3:34])[CH3:33])=[O:30])[CH3:27])(=O)=O.